Dataset: Full USPTO retrosynthesis dataset with 1.9M reactions from patents (1976-2016). Task: Predict the reactants needed to synthesize the given product. (1) Given the product [CH3:1][O:2][C:3]12[CH2:4][CH:5]3[CH2:11][CH:9]([CH2:8][CH:7]([NH:6]3)[CH2:12]1)[CH2:10]2, predict the reactants needed to synthesize it. The reactants are: [CH3:1][O:2][C:3]12[CH2:12][CH:7]3[CH2:8][CH:9]([CH2:11][CH:5]([N:6]3C(OC(C)(C)C)=O)[CH2:4]1)[CH2:10]2.FC(F)(F)C(O)=O. (2) Given the product [NH2:1][C:4]1[CH:14]=[CH:13][C:7]2[N:8]([CH3:12])[C:9](=[O:11])[S:10][C:6]=2[CH:5]=1, predict the reactants needed to synthesize it. The reactants are: [N+:1]([C:4]1[CH:14]=[CH:13][C:7]2[N:8]([CH3:12])[C:9](=[O:11])[S:10][C:6]=2[CH:5]=1)([O-])=O.[H][H]. (3) The reactants are: [CH3:1][O:2][C:3]([C:5]1[C:6]2[CH:7](O)[C:8]([CH3:24])([CH3:23])[CH:9]([C:16]3[CH:21]=[CH:20][CH:19]=[C:18]([Br:22])[CH:17]=3)[NH:10][C:11]=2[C:12]([Cl:15])=[CH:13][CH:14]=1)=[O:4].C([SiH](CC)CC)C. Given the product [CH3:1][O:2][C:3]([C:5]1[C:6]2[CH2:7][C:8]([CH3:24])([CH3:23])[CH:9]([C:16]3[CH:21]=[CH:20][CH:19]=[C:18]([Br:22])[CH:17]=3)[NH:10][C:11]=2[C:12]([Cl:15])=[CH:13][CH:14]=1)=[O:4], predict the reactants needed to synthesize it. (4) Given the product [CH3:19][C:17]1[S:18][C:14]([C:12]2[N:13]=[C:9]([NH:8][C:6]3[CH:7]=[C:2]([B:26]4[O:27][C:28]([CH3:30])([CH3:29])[C:24]([CH3:40])([CH3:23])[O:25]4)[CH:3]=[CH:4][C:5]=3[O:21][CH3:22])[S:10][CH:11]=2)=[C:15]([CH3:20])[N:16]=1, predict the reactants needed to synthesize it. The reactants are: Br[C:2]1[CH:3]=[CH:4][C:5]([O:21][CH3:22])=[C:6]([NH:8][C:9]2[S:10][CH:11]=[C:12]([C:14]3[S:18][C:17]([CH3:19])=[N:16][C:15]=3[CH3:20])[N:13]=2)[CH:7]=1.[CH3:23][C:24]1([CH3:40])[C:28]([CH3:30])([CH3:29])[O:27][B:26]([B:26]2[O:27][C:28]([CH3:30])([CH3:29])[C:24]([CH3:40])([CH3:23])[O:25]2)[O:25]1.C(Cl)Cl.CC([O-])=O.[K+]. (5) Given the product [CH3:7][C:4]1[S:3][C:2]2=[N:1][C:8](=[O:9])[NH:17][C:18](=[O:19])[N:6]2[CH:5]=1, predict the reactants needed to synthesize it. The reactants are: [NH2:1][C:2]1[S:3][C:4]([CH3:7])=[CH:5][N:6]=1.[C:8]([NH:17][C:18](OC1C=CC=CC=1)=[O:19])(OC1C=CC=CC=1)=[O:9]. (6) Given the product [F:20][C:17]([F:18])([F:19])[C:14]1[N:13]=[CH:12][C:11]([CH:9]([S:8]([CH3:7])=[N:4][C:5]#[N:6])[CH3:10])=[CH:16][CH:15]=1, predict the reactants needed to synthesize it. The reactants are: C(#N)C.[N:4]#[C:5][NH2:6].[CH3:7][S:8][CH:9]([C:11]1[CH:12]=[N:13][C:14]([C:17]([F:20])([F:19])[F:18])=[CH:15][CH:16]=1)[CH3:10].[OH-].[Na+].[N+]1([S-])C=CC=CC=1. (7) Given the product [CH2:34]([O:36][C:37](=[O:38])[N:29]=[C:27]([NH2:28])[C:24]1[CH:25]=[CH:26][C:21]([CH2:20][NH:19][C:17](=[O:18])[CH:16]([C:12]2[C:13]([F:15])=[CH:14][C:9]([C:6]3[CH:7]=[N:8][C:3]([NH2:2])=[CH:4][CH:5]=3)=[CH:10][C:11]=2[F:33])[O:30][CH2:31][CH3:32])=[CH:22][CH:23]=1)[CH3:35], predict the reactants needed to synthesize it. The reactants are: Cl.[NH2:2][C:3]1[N:8]=[CH:7][C:6]([C:9]2[CH:14]=[C:13]([F:15])[C:12]([CH:16]([O:30][CH2:31][CH3:32])[C:17]([NH:19][CH2:20][C:21]3[CH:26]=[CH:25][C:24]([C:27](=[NH:29])[NH2:28])=[CH:23][CH:22]=3)=[O:18])=[C:11]([F:33])[CH:10]=2)=[CH:5][CH:4]=1.[CH2:34]([O:36][C:37](Cl)=[O:38])[CH3:35].C(N(CC)CC)C. (8) The reactants are: [CH2:1]([NH2:11])[C:2]1[CH:10]=[CH:9][C:8]2[O:7][CH2:6][O:5][C:4]=2[CH:3]=1.C(N(CC)CC)C.[C:19](Cl)(=[O:26])[C:20]1[CH:25]=[CH:24][CH:23]=[CH:22][CH:21]=1. Given the product [C:19]([NH:11][CH2:1][C:2]1[CH:10]=[CH:9][C:8]2[O:7][CH2:6][O:5][C:4]=2[CH:3]=1)(=[O:26])[C:20]1[CH:25]=[CH:24][CH:23]=[CH:22][CH:21]=1, predict the reactants needed to synthesize it.